This data is from Human Reference Interactome with 51,813 positive PPI pairs across 8,248 proteins, plus equal number of experimentally-validated negative pairs. The task is: Binary Classification. Given two protein amino acid sequences, predict whether they physically interact or not. (1) Protein 1 (ENSG00000179528) has sequence MGKRTSLEGGQVRTRWALVPSAANGASHALRSPRNRCWSWSGASSSRSTWRRPSETG*MNSGREPRTPRTLLSIADILAPRMVPRAPSAPQLPESGPGPTSPLCALEELTSKTFRGLDARALQPSEGRAGPDALGPGPFGRKRRKSRTAFTAQQVLELERRFVFQKYLAPSERDGLATRLGLANAQVVTWFQNRRAKLKRDVEEMRADVASLRALSPEVLCSLALPEGAPDPGLCLGPAGPDSRPHLSDEEIQVDD*MGKRTSLEVSLGELGGEKCRGGRRSFPPLAASRPARPGGWRWA.... Protein 2 (ENSG00000166068) has sequence MSEETATSDNDNSYARVRAVVMTRDDSSGGWLPLGGSGLSSVTVFKVPHQEENGCADFFIRGERLRDKMVVLECMLKKDLIYNKVTPTFHHWKIDDKKFGLTFQSPADARAFDRGIRRAIEDISQGCPESKNEAEGADDLQANEEDSSSSLVKDHLFQQETVVTSEPYRSSNIRPSPFEDLNARRVYMQSQANQITFGQPGLDIQSRSMEYVQRQISKECGSLKSQNRVPLKSIRHVSFQDEDEIVRINPRDILIRRYADYRHPDMWKNDLERDDADSSIQFSKPDSKKSDYLYSCGDET.... Result: 0 (the proteins do not interact). (2) Protein 1 (ENSG00000137955) has sequence MGTPQKDVIIKSDAPDTLLLEKHADYIASYGSKKDDYEYCMSEYLRMSGIYWGLTVMDLMGQLHRMNREEILAFIKSCQHECGGISASIGHDPHLLYTLSAVQILTLYDSINVIDVNKVVEYVKGLQKEDGSFAGDIWGEIDTRFSFCAVATLALLGKLDAINVEKAIEFVLSCMNFDGGFGCRPGSESHAGQIYCCTGFLAITSQLHQVNSDLLGWWLCERQLPSGGLNGRPEKLPDVCYSWWVLASLKIIGRLHWIDREKLRNFILACQDEETGGFADRPGDMVDPFHTLFGIAGLSL.... Protein 2 (ENSG00000160193) has sequence MAGSVGLALCGQTLVVRGGSRFLATSIASSDDDSLFIYDCSAAEKKSQENKGEDAPLDQGSGAILASTFSKSGSYFALTDDSKRLILFRTKPWQCLSVRTVARRCTALTFIASEEKVLVADKSGDVYSFSVLEPHGCGRLELGHLSMLLDVAVSPDDRFILTADRDEKIRVSWAAAPHSIESFCLGHTEFVSRISVVPTQPGLLLSSSGDGTLRLWEYRSGRQLHCCHLASLQELVDPQAPQKFAASRIAFWCQENCVALLCDGTPVVYIFQLDARRQQLVYRQQLAFQHQVWDVAFEET.... Result: 1 (the proteins interact). (3) Protein 1 (ENSG00000101849) has sequence MSITSDEVNFLVYRYLQESGFSHSAFTFGIESHISQSNINGTLVPMSITSDEVNFLVYRYLQESGFSHSAFTFGIESHISQSNINGTLVPPAALISILQKGLQYVEAEISINEDGTVFDGRPIESLSLIDAVMPDVVQTRQQAFREKLAQQQASAAAAAAAATAAATAATTTSAGVSHQNPSKNREATVNGEENRAHSVNNHAKPMEIDGEVEIPSSKATVLRGHESEVFICAWNPVSDLLASGSGDSTARIWNLNENSNGGSTQLVLRHCIREGGHDVPSNKDVTSLDWNTNGTLLATG.... Protein 2 (ENSG00000188282) has sequence MAEEGAILKVTKDLRAAVSAILQGYGDGQGPVTDTSAELHRLCGCLELLLQFDQKEQKSFLGPRKDYWDFLCTALRRQRGNMEPIHFVRSQDKLKTPLGKGRAFIRFCLARGQLAEALQLCLLNSELTREWYGPRSPLLCPERQEDILDSLYALNGVAFELDLQQPDLDGAWPMFSESRCSSSTQTQGRRPRKNKDAPKKIPAAYGGPENVQIEDSHTSQAICLQDAPSGQQLAGLPRSQQQRHLPFFLEKKGESSRKHRYPQSMWEPEGKELQLDQEERAPWIEIFLGNSTPSTQGQGK.... Result: 0 (the proteins do not interact). (4) Protein 1 (ENSG00000173273) has sequence MAASRRSQHHHHHHQQQLQPAPGASAPPPPPPPPLSPGLAPGTTPASPTASGLAPFASPRHGLALPEGDGSRDPPDRPRSPDPVDGTSCCSTTSTICTVAAAPVVPAVSTSSAAGVAPNPAGSGSNNSPSSSSSPTSSSSSSPSSPGSSLAESPEAAGVSSTAPLGPGAAGPGTGVPAVSGALRELLEACRNGDVSRVKRLVDAANVNAKDMAGRKSSPLHFAAGFGRKDVVEHLLQMGANVHARDDGGLIPLHNACSFGHAEVVSLLLCQGADPNARDNWNYTPLHEAAIKGKIDVCIV.... Protein 2 (ENSG00000175137) has sequence MAELRQVPGGRETPQGELRPEVVEDEVPRSPVAEEPGGGGSSSSEAKLSPREEEELDPRIQEELEHLNQASEEINQVELQLDEARTTYRRILQESARKLNTQGSHLGSCIEKARPYYEARRLAKEAQQETQKAALRYERAVSMHNAAREMVFVAEQGVMADKNRLDPTWQEMLNHATCKVNEAEEERLRGEREHQRVTRLCQQAEARVQALQKTLRRAIGKSRPYFELKAQFSQILEEHKAKVTELEQQVAQAKTRYSVALRNLEQISEQIHARRRGGLPPHPLGPRRSSPVGAEAGPED.... Result: 0 (the proteins do not interact). (5) Protein 1 (ENSG00000110429) has sequence MAAMETETAPLTLESLPTDPLLLILSFLDYRDLINCCYVSRRLSQLSSHDPLWRRHCKKYWLISEEEKTQKNQCWKSLFIDTYSDVGRYIDHYAAIKKAWDDLKKYLEPRCPRMVLSLKEGAREEDLDAVEAQIGCKLPDDYRCSYRIHNGQKLVVPGLLGSMALSNHYRSEDLLDVDTAAGGFQQRQGLKYCLPLTFCIHTGLSQYIAVEAAEGRNKNEVFYQCPDQMARNPAAIDMFIIGATFTDWFTSYVKNVVSGGFPIIRDQIFRYVHDPECVATTGDITVSVSTSFLPELSSVH.... Protein 2 (ENSG00000257949) has sequence MMLPKPGTYYLPWEVSAGQVPDGSTLRTFGRLCLYDMIQSRVTLMAQHGSDQHQVLVCTKLVEPFHAQVGSLYIVLGELQHQQDRGSVVKARVLTCVEGMNLPLLEQAIREQRLYKQERGGSQ*MMLPKPGTYYLPWEVSAGQVPDGSTLRTFGRLCLYDMIQSRVTLMAQHGSDQHQVLMMLPKPGTYYLPWEVSAGQVPDGSTLRTFGRLCLYDMIQSRVTLMAQHGSDQHQVLVCTKLVEPFHAQTEAPW*MCLRGCKRNVLMKRVKLGKARWLMPVIPALWEAKEPMMLPKPGTYY.... Result: 0 (the proteins do not interact). (6) Protein 1 (ENSG00000136003) has sequence MAAAGAFRLRRAASALLLRSPRLPARELSAPARLYHKKVVDHYENPRNVGSLDKTSKNVGTGLVGAPACGDVMKLQIQVDEKGKIVDARFKTFGCGSAIASSSLATEWVKGKTVEEALTIKNTDIAKELCLPPVKLHCSMLAEDAIKAALADYKLKQEPKKGEAEKK*MVLIDMSVDLSTQVVDHYENPRNVGSLDKTSKNVGTGLVGAPACGDVMKLQIQVDEKGKIVDARFKTFGCGSAIASSSLATEWVKGKTVEEALTIKNTDIAKELCLPPVKLHCSMLAEDAIKAALADYKLKQ.... Protein 2 (ENSG00000115290) has sequence MTTSLQDGQSAASRAAARDSPLAAQVCGAAQGRGDAHDLAPAPWLHARALLPLPDGTRGCAADRRKKKDLDVPEMPSIPNPFPELCCSPFTSVLSADLFPKANSRKKQVIKVYSEDETSRALDVPSDITARDVCQLLILKNHYIDDHSWTLFEHLPHIGVERTIEDHELVIEVLSNWGIEEENKLYFRKNYAKYEFFKNPMYFFPEHMVSFATETNGEISPTQILQMFLSSSTYPEIHGFLHAKEQGKKSWKKIYFFLRRSGLYFSTKGTSKEPRHLQFFSEFGNSDIYVSLAGKKKHGA.... Result: 0 (the proteins do not interact). (7) Protein 1 (ENSG00000105205) has sequence MSLLPVPYTEAASLSTGSTVTIKGRPLACFLNEPYLQVDFHTEMKEESDIVFHFQVCFGRRVVMNSREYGAWKQQVESKNMPFQDGQEFELSISVLPDKYQVMVNGQSSYTFDHRIKPEAVKMVQVWRDISLTKFNVSYLKR*. Protein 2 (ENSG00000106004) has sequence MSSYFVNSFCGRYPNGPDYQLHNYGDHSSVSEQFRDSASMHSGRYGYGYNGMDLSVGRSGSGHFGSGERARSYAASASAAPAEPRYSQPATSTHSPQPDPLPCSAVAPSPGSDSHHGGKNSLSNSSGASADAGSTHISSREGVGTASGAEEDAPASSEQASAQSEPSPAPPAQPQIYPWMRKLHISHDNIGGPEGKRARTAYTRYQTLELEKEFHFNRYLTRRRRIEIAHALCLSERQIKIWFQNRRMKWKKDNKLKSMSMAAAGGAFRP*. Result: 0 (the proteins do not interact).